This data is from Peptide-MHC class II binding affinity with 134,281 pairs from IEDB. The task is: Regression. Given a peptide amino acid sequence and an MHC pseudo amino acid sequence, predict their binding affinity value. This is MHC class II binding data. (1) The peptide sequence is EKKYFAATQFEPLAI. The MHC is HLA-DPA10201-DPB10501 with pseudo-sequence HLA-DPA10201-DPB10501. The binding affinity (normalized) is 0.725. (2) The peptide sequence is ADSEITETYKEGDAV. The MHC is DRB1_1302 with pseudo-sequence DRB1_1302. The binding affinity (normalized) is 0.0777. (3) The peptide sequence is SFLQNPQTSLCFSES. The MHC is DRB1_0401 with pseudo-sequence DRB1_0401. The binding affinity (normalized) is 0.190. (4) The peptide sequence is GLLFMILTVAANEMG. The MHC is DRB1_0401 with pseudo-sequence DRB1_0401. The binding affinity (normalized) is 0.492. (5) The peptide sequence is AFKVAATAANAAEAN. The MHC is DRB1_0901 with pseudo-sequence DRB1_0901. The binding affinity (normalized) is 0.697. (6) The peptide sequence is NVYQRGTHPFSRIRD. The MHC is HLA-DQA10501-DQB10402 with pseudo-sequence HLA-DQA10501-DQB10402. The binding affinity (normalized) is 0.353. (7) The peptide sequence is VEFVTNMGIIIPDFA. The MHC is HLA-DPA10201-DPB11401 with pseudo-sequence HLA-DPA10201-DPB11401. The binding affinity (normalized) is 0.108.